From a dataset of Catalyst prediction with 721,799 reactions and 888 catalyst types from USPTO. Predict which catalyst facilitates the given reaction. (1) Product: [C:6]1([P:39]([C:4]2[CH:5]=[CH:6][CH:7]=[CH:2][CH:10]=2)([CH:17]2[C:21]3[C:20](=[CH:25][C:24]([O:26][CH3:27])=[CH:23][CH:22]=3)[C:19](=[O:29])[N:18]2[CH2:30][C:31]2[CH:32]=[CH:33][C:34]([O:37][CH3:38])=[CH:35][CH:36]=2)=[O:40])[CH:5]=[CH:4][CH:10]=[CH:2][CH:7]=1. The catalyst class is: 683. Reactant: C[C:2]1([CH3:10])[CH2:7][CH2:6][CH2:5][C:4](C)(C)N1.C1([C:17](C2C=CC=CC=2)([PH2:39]=[O:40])[N:18]([CH2:30][C:31]2[CH:36]=[CH:35][C:34]([O:37][CH3:38])=[CH:33][CH:32]=2)[C:19](=[O:29])[C:20]2[CH:25]=[C:24]([O:26][CH3:27])[CH:23]=[CH:22][C:21]=2F)C=CC=CC=1. (2) Reactant: Cl.[O:2]=[C:3]1[NH:12][C:11]2[N:10]=[CH:9][C:8](/[CH:13]=[CH:14]/[C:15]([OH:17])=O)=[CH:7][C:6]=2[CH2:5][CH2:4]1.[C:18]1([CH:24]2[CH2:28][CH2:27][CH2:26][NH:25]2)[CH:23]=[CH:22][CH:21]=[CH:20][CH:19]=1.CCN(C(C)C)C(C)C.CCN=C=NCCCN(C)C. Product: [O:17]=[C:15]([N:25]1[CH2:26][CH2:27][CH2:28][CH:24]1[C:18]1[CH:23]=[CH:22][CH:21]=[CH:20][CH:19]=1)/[CH:14]=[CH:13]/[C:8]1[CH:7]=[C:6]2[C:11](=[N:10][CH:9]=1)[NH:12][C:3](=[O:2])[CH2:4][CH2:5]2. The catalyst class is: 3. (3) Reactant: [CH2:1]([O:7][C:8]1[CH:13]=[CH:12][C:11]([CH2:14][NH2:15])=[CH:10][CH:9]=1)[CH2:2][CH2:3][CH2:4][CH2:5][CH3:6].Cl[C:17]1[C:26]2[C:21](=[CH:22][CH:23]=[CH:24][CH:25]=2)[N:20]=[CH:19][N:18]=1.O(C1C=C(C=CC=1)CNC1C2C(=CC=CC=2)N=CN=1)C1C=CC=CC=1. Product: [CH2:1]([O:7][C:8]1[CH:9]=[CH:10][C:11]([CH2:14][NH:15][C:17]2[C:26]3[C:21](=[CH:22][CH:23]=[CH:24][CH:25]=3)[N:20]=[CH:19][N:18]=2)=[CH:12][CH:13]=1)[CH2:2][CH2:3][CH2:4][CH2:5][CH3:6]. The catalyst class is: 41. (4) Reactant: C(=O)([O-])[O-].[Cs+].[Cs+].[CH3:7][C:8]1[C:16]2[C:11](=[N:12][CH:13]=[N:14][C:15]=2[NH2:17])[NH:10][N:9]=1.[Cl:18][C:19]1[C:20]([C:41]#[N:42])=[C:21]([C:30]2[CH:31]=[CH:32][C:33]([C:36]([N:38]([CH3:40])[CH3:39])=[O:37])=[N:34][CH:35]=2)[C:22]([O:28][CH3:29])=[C:23]([CH:25](Cl)[CH3:26])[CH:24]=1. Product: [NH2:17][C:15]1[N:14]=[CH:13][N:12]=[C:11]2[N:10]([CH:25]([C:23]3[C:22]([O:28][CH3:29])=[C:21]([C:30]4[CH:31]=[CH:32][C:33]([C:36]([N:38]([CH3:39])[CH3:40])=[O:37])=[N:34][CH:35]=4)[C:20]([C:41]#[N:42])=[C:19]([Cl:18])[CH:24]=3)[CH3:26])[N:9]=[C:8]([CH3:7])[C:16]=12. The catalyst class is: 508. (5) Reactant: [C:1]([O:5][C:6]([NH:8][CH2:9][C@H:10]1[CH2:15][CH2:14][C@H:13]([C:16]([NH:18][C@H:19]([C:37](=[O:50])[NH:38][C:39]2[CH:44]=[CH:43][C:42]([C:45]3[N:46]=[N:47][NH:48][N:49]=3)=[CH:41][CH:40]=2)[CH2:20][C:21]2[CH:26]=[CH:25][C:24]([C:27]3[CH:32]=[CH:31][C:30]([C:33](O)=[O:34])=[CH:29][C:28]=3[Cl:36])=[CH:23][CH:22]=2)=[O:17])[CH2:12][CH2:11]1)=[O:7])([CH3:4])([CH3:3])[CH3:2].[CH:51]1([CH:54]([NH2:56])[CH3:55])[CH2:53][CH2:52]1.C(N(CC)C(C)C)(C)C.F[P-](F)(F)(F)(F)F.CN(C(ON1C2=NC=CC=C2N=N1)=[N+](C)C)C. Product: [Cl:36][C:28]1[CH:29]=[C:30]([C:33](=[O:34])[NH:56][CH:54]([CH:51]2[CH2:53][CH2:52]2)[CH3:55])[CH:31]=[CH:32][C:27]=1[C:24]1[CH:25]=[CH:26][C:21]([CH2:20][C@H:19]([NH:18][C:16]([C@H:13]2[CH2:12][CH2:11][C@H:10]([CH2:9][NH:8][C:6](=[O:7])[O:5][C:1]([CH3:3])([CH3:2])[CH3:4])[CH2:15][CH2:14]2)=[O:17])[C:37](=[O:50])[NH:38][C:39]2[CH:44]=[CH:43][C:42]([C:45]3[NH:49][N:48]=[N:47][N:46]=3)=[CH:41][CH:40]=2)=[CH:22][CH:23]=1. The catalyst class is: 35.